From a dataset of Forward reaction prediction with 1.9M reactions from USPTO patents (1976-2016). Predict the product of the given reaction. (1) Given the reactants [C:1]([O:5][C:6](O[C:9]([O:11][C:12]([CH3:15])([CH3:14])[CH3:13])=[O:10])=[O:7])([CH3:4])([CH3:3])[CH3:2].[CH2:16]([O:23][CH:24]1[CH2:27][CH:26]([C:28]2[NH:32][C:31]3[CH:33]=[CH:34][CH:35]=[CH:36][C:30]=3[N:29]=2)[CH2:25]1)[C:17]1[CH:22]=[CH:21][CH:20]=[CH:19][CH:18]=1.C(N(CC)CC)C.O, predict the reaction product. The product is: [CH2:16]([O:23][C@@H:24]1[CH2:25][C@H:26]([C:28]2[N:29]([C:9]([O:11][C:12]([CH3:13])([CH3:14])[CH3:15])=[O:10])[C:30]3[CH:36]=[CH:35][CH:34]=[CH:33][C:31]=3[N:32]=2)[CH2:27]1)[C:17]1[CH:18]=[CH:19][CH:20]=[CH:21][CH:22]=1.[CH2:16]([O:23][C@H:24]1[CH2:25][C@H:26]([C:28]2[N:29]([C:6]([O:5][C:1]([CH3:4])([CH3:3])[CH3:2])=[O:7])[C:30]3[CH:36]=[CH:35][CH:34]=[CH:33][C:31]=3[N:32]=2)[CH2:27]1)[C:17]1[CH:18]=[CH:19][CH:20]=[CH:21][CH:22]=1. (2) Given the reactants [OH:1][C:2]1[CH:6]=[C:5]([CH3:7])[N:4]([C:8]2[CH:17]=[CH:16][C:15]3[C:10](=[CH:11][C:12]([O:18][CH3:19])=[CH:13][CH:14]=3)[CH:9]=2)[N:3]=1.[H-].[Na+].Cl[CH2:23][CH2:24][N:25]1[CH2:30][CH2:29][O:28][CH2:27][CH2:26]1, predict the reaction product. The product is: [CH3:19][O:18][C:12]1[CH:11]=[C:10]2[C:15]([CH:16]=[CH:17][C:8]([N:4]3[C:5]([CH3:7])=[CH:6][C:2]([O:1][CH2:23][CH2:24][N:25]4[CH2:30][CH2:29][O:28][CH2:27][CH2:26]4)=[N:3]3)=[CH:9]2)=[CH:14][CH:13]=1. (3) Given the reactants [C:1]([Si:5]([CH3:8])([CH3:7])Cl)([CH3:4])([CH3:3])[CH3:2].[F:9][C:10]([F:34])([F:33])[S:11]([O:14][C:15]1[CH:20]=[C:19]([CH2:21][OH:22])[CH:18]=[C:17]([O:23][CH2:24][CH3:25])[C:16]=1[C:26]1[CH:31]=[CH:30][C:29]([F:32])=[CH:28][CH:27]=1)(=[O:13])=[O:12].N1C=CN=C1.CN(C=O)C, predict the reaction product. The product is: [F:33][C:10]([F:9])([F:34])[S:11]([O:14][C:15]1[CH:20]=[C:19]([CH2:21][O:22][Si:5]([C:1]([CH3:4])([CH3:3])[CH3:2])([CH3:8])[CH3:7])[CH:18]=[C:17]([O:23][CH2:24][CH3:25])[C:16]=1[C:26]1[CH:31]=[CH:30][C:29]([F:32])=[CH:28][CH:27]=1)(=[O:13])=[O:12]. (4) Given the reactants [O:1]1CCO[CH:2]1[C:6]1[CH:11]=[CH:10][C:9]([C:12]2[C:21]([C:22]3[CH:27]=[CH:26][CH:25]=[CH:24][CH:23]=3)=[CH:20][C:19]3[C:18]4=[N:28][N:29]=[CH:30][N:17]4[CH:16]=[CH:15][C:14]=3[N:13]=2)=[CH:8][CH:7]=1, predict the reaction product. The product is: [C:22]1([C:21]2[C:12]([C:9]3[CH:8]=[CH:7][C:6]([CH:2]=[O:1])=[CH:11][CH:10]=3)=[N:13][C:14]3[CH:15]=[CH:16][N:17]4[CH:30]=[N:29][N:28]=[C:18]4[C:19]=3[CH:20]=2)[CH:27]=[CH:26][CH:25]=[CH:24][CH:23]=1. (5) The product is: [CH3:3][S:5][C:6]1[CH:7]=[C:8]2[C:13](=[CH:14][CH:15]=1)[CH:12]=[C:11]([C:16]([OH:18])=[O:17])[CH:10]=[CH:9]2. Given the reactants CN(C)[C:3]([S:5][C:6]1[CH:7]=[C:8]2[C:13](=[CH:14][CH:15]=1)[CH:12]=[C:11]([C:16]([O:18]C)=[O:17])[CH:10]=[CH:9]2)=O.[OH-].[K+].COS(OC)(=O)=O, predict the reaction product.